This data is from Forward reaction prediction with 1.9M reactions from USPTO patents (1976-2016). The task is: Predict the product of the given reaction. Given the reactants O=[C:2]1[C:8]2([CH2:16][C:15]3[C:10](=[CH:11][CH:12]=[CH:13][CH:14]=3)[CH2:9]2)[CH2:7][CH2:6][CH2:5][CH2:4][CH:3]1[C:17]([O:19]C)=O.[N+]([O-])(O)=O.[NH2:25][C:26]([NH2:28])=[NH:27].C(=O)([O-])[O-].[K+].[K+].O, predict the reaction product. The product is: [NH2:28][C:26]1[N:25]=[C:17]([OH:19])[C:3]2[CH2:4][CH2:5][CH2:6][CH2:7][C:8]3([CH2:16][C:15]4[C:10](=[CH:11][CH:12]=[CH:13][CH:14]=4)[CH2:9]3)[C:2]=2[N:27]=1.